Dataset: Full USPTO retrosynthesis dataset with 1.9M reactions from patents (1976-2016). Task: Predict the reactants needed to synthesize the given product. (1) Given the product [CH3:1][C@H:2]1[CH2:3][N:4]([C:8]2[CH:13]=[CH:12][C:11]([C:14]([F:17])([F:15])[F:16])=[CH:10][N:9]=2)[CH2:5][CH2:6][N:7]1[S:31]([C:28]1[CH:27]=[CH:26][CH:25]=[C:24]2[C:29]=1[CH2:30][CH:22]([C:20]([OH:21])=[O:19])[CH2:23]2)(=[O:33])=[O:32], predict the reactants needed to synthesize it. The reactants are: [CH3:1][C@@H:2]1[NH:7][CH2:6][CH2:5][N:4]([C:8]2[CH:13]=[CH:12][C:11]([C:14]([F:17])([F:16])[F:15])=[CH:10][N:9]=2)[CH2:3]1.C[O:19][C:20]([CH:22]1[CH2:30][C:29]2[C:24](=[CH:25][CH:26]=[CH:27][C:28]=2[S:31](Cl)(=[O:33])=[O:32])[CH2:23]1)=[O:21]. (2) The reactants are: Br[C:2]1[CH:7]=[CH:6][C:5]([N:8]([C:13]2[C:32]([CH:33]3[CH2:35][CH2:34]3)=[CH:31][C:16]3[C:17]([C:27]([NH:29][CH3:30])=[O:28])=[C:18]([C:20]4[CH:25]=[CH:24][C:23]([F:26])=[CH:22][CH:21]=4)[O:19][C:15]=3[CH:14]=2)[S:9]([CH3:12])(=[O:11])=[O:10])=[CH:4][C:3]=1[S:36]([CH3:39])(=[O:38])=[O:37].CC1(C)C(C)(C)[O:44][B:43](B2OC(C)(C)C(C)(C)O2)[O:42]1.C([O-])(=O)C.[K+].Cl.I([O-])(=O)(=O)=O.[Na+]. Given the product [CH:33]1([C:32]2[C:13]([N:8]([C:5]3[CH:6]=[CH:7][C:2]([B:43]([OH:44])[OH:42])=[C:3]([S:36]([CH3:39])(=[O:38])=[O:37])[CH:4]=3)[S:9]([CH3:12])(=[O:11])=[O:10])=[CH:14][C:15]3[O:19][C:18]([C:20]4[CH:25]=[CH:24][C:23]([F:26])=[CH:22][CH:21]=4)=[C:17]([C:27](=[O:28])[NH:29][CH3:30])[C:16]=3[CH:31]=2)[CH2:35][CH2:34]1, predict the reactants needed to synthesize it. (3) Given the product [Cl:21][C:22]1[CH:30]=[CH:29][C:25]([C:26]([NH:2][CH2:3][C:4](=[O:5])[NH:6][CH:7]([C:14]2[CH:19]=[CH:18][C:17]([Cl:20])=[CH:16][CH:15]=2)[C:8]2[CH:13]=[CH:12][CH:11]=[CH:10][CH:9]=2)=[O:27])=[C:24]([CH3:31])[CH:23]=1, predict the reactants needed to synthesize it. The reactants are: Cl.[NH2:2][CH2:3][C:4]([NH:6][CH:7]([C:14]1[CH:19]=[CH:18][C:17]([Cl:20])=[CH:16][CH:15]=1)[C:8]1[CH:13]=[CH:12][CH:11]=[CH:10][CH:9]=1)=[O:5].[Cl:21][C:22]1[CH:30]=[CH:29][C:25]([C:26](O)=[O:27])=[C:24]([CH3:31])[CH:23]=1. (4) Given the product [CH2:1]([O:8][C:9]1[CH:14]=[C:13]([N+:15]([O-:17])=[O:16])[CH:12]=[CH:11][C:10]=1[OH:18])[C:2]1[CH:3]=[CH:4][CH:5]=[CH:6][CH:7]=1, predict the reactants needed to synthesize it. The reactants are: [CH2:1]([O:8][C:9]1[CH:14]=[C:13]([N+:15]([O-:17])=[O:16])[CH:12]=[CH:11][C:10]=1[O:18]C)[C:2]1[CH:7]=[CH:6][CH:5]=[CH:4][CH:3]=1.CS(C)=O.[OH-].[Na+].Cl. (5) Given the product [Si:20]([O:27][CH2:28][CH2:29][CH2:30][CH2:31][CH2:32][CH:11]([C:12]1[CH:17]=[C:16]([F:18])[CH:15]=[CH:14][C:13]=1[F:19])[S:8]([C:5]1[CH:6]=[CH:7][C:2]([Cl:1])=[CH:3][CH:4]=1)(=[O:10])=[O:9])([C:23]([CH3:24])([CH3:25])[CH3:26])([CH3:21])[CH3:22], predict the reactants needed to synthesize it. The reactants are: [Cl:1][C:2]1[CH:7]=[CH:6][C:5]([S:8]([CH2:11][C:12]2[CH:17]=[C:16]([F:18])[CH:15]=[CH:14][C:13]=2[F:19])(=[O:10])=[O:9])=[CH:4][CH:3]=1.[Si:20]([O:27][CH2:28][CH2:29][CH2:30][CH2:31][CH2:32]O)([C:23]([CH3:26])([CH3:25])[CH3:24])([CH3:22])[CH3:21].C(C=P(CCCC)(CCCC)CCCC)#N. (6) Given the product [CH3:16][O:18][C:7]1[C:6]([NH2:12])=[CH:11][CH:10]=[CH:9][N:8]=1, predict the reactants needed to synthesize it. The reactants are: ClC(C[C:6]1[CH:7]=[N:8][CH:9]=[CH:10][CH:11]=1)C=O.[NH2:12]C(N)=S.[CH2:16]([OH:18])C.